Dataset: Forward reaction prediction with 1.9M reactions from USPTO patents (1976-2016). Task: Predict the product of the given reaction. (1) Given the reactants CN(C(ON1N=NC2C=CC=NC1=2)=[N+](C)C)C.F[P-](F)(F)(F)(F)F.[O:25]=[C:26]1[C:32]2=[CH:33][C:34]3[CH:35]=[CH:36][C:37]([C:40]([OH:42])=O)=[CH:38][C:39]=3[N:31]2[CH2:30][CH2:29][CH2:28][NH:27]1.C(N=P1N(C)CCCN1C)(C)(C)C.[F:56][C:57]([F:65])([F:64])[C:58]1[CH:62]=[C:61]([NH2:63])[O:60][N:59]=1, predict the reaction product. The product is: [O:25]=[C:26]1[C:32]2=[CH:33][C:34]3[CH:35]=[CH:36][C:37]([C:40]([NH:63][C:61]4[O:60][N:59]=[C:58]([C:57]([F:65])([F:64])[F:56])[CH:62]=4)=[O:42])=[CH:38][C:39]=3[N:31]2[CH2:30][CH2:29][CH2:28][NH:27]1. (2) Given the reactants C(OC([N:8]1[CH2:12][CH2:11][CH2:10][C@@H:9]1CC#N)=O)(C)(C)C.[ClH:16].[C:17]([OH:20])(=[O:19])[CH3:18], predict the reaction product. The product is: [ClH:16].[NH:8]1[CH2:12][CH2:11][CH2:10][C@@H:9]1[CH2:18][C:17]([OH:20])=[O:19]. (3) Given the reactants C[O:2][C:3](=[O:22])[CH:4]([CH2:15][C:16]1[CH:21]=[CH:20][CH:19]=[CH:18][CH:17]=1)[CH2:5][CH2:6][CH2:7][CH2:8][C:9]1[CH:14]=[CH:13][CH:12]=[CH:11][CH:10]=1.O.[OH-].[Li+].O, predict the reaction product. The product is: [CH2:15]([CH:4]([CH2:5][CH2:6][CH2:7][CH2:8][C:9]1[CH:10]=[CH:11][CH:12]=[CH:13][CH:14]=1)[C:3]([OH:22])=[O:2])[C:16]1[CH:17]=[CH:18][CH:19]=[CH:20][CH:21]=1. (4) The product is: [Cl:20][C:11]1[C:12]([N:14]([CH2:16][CH:17]([CH3:19])[CH3:18])[CH3:15])=[CH:13][C:8]2[N:7]=[C:24]([C:25]3[CH:30]=[CH:29][CH:28]=[C:27]([C:31]4[CH:36]=[CH:35][N:34]=[C:33]([CH2:37][OH:38])[CH:32]=4)[CH:26]=3)[CH2:23][C:22](=[O:46])[NH:21][C:9]=2[CH:10]=1. Given the reactants C(OC(=O)[NH:7][C:8]1[CH:13]=[C:12]([N:14]([CH2:16][CH:17]([CH3:19])[CH3:18])[CH3:15])[C:11]([Cl:20])=[CH:10][C:9]=1[NH:21][C:22](=[O:46])[CH2:23][C:24](=O)[C:25]1[CH:30]=[CH:29][CH:28]=[C:27]([C:31]2[CH:36]=[CH:35][N:34]=[C:33]([CH2:37][O:38]C3CCCCO3)[CH:32]=2)[CH:26]=1)(C)(C)C.C(O)(C(F)(F)F)=O, predict the reaction product. (5) Given the reactants Cl.[CH3:2][NH:3][CH3:4].Br[CH2:6]/[CH:7]=[CH:8]/[C:9]([O:11][CH3:12])=[O:10].Cl, predict the reaction product. The product is: [CH3:2][N:3]([CH3:4])[CH2:6]/[CH:7]=[CH:8]/[C:9]([O:11][CH3:12])=[O:10]. (6) Given the reactants [Cl:1][C:2]1[CH:3]=[CH:4][C:5]([N:36]2[CH:40]=[N:39][N:38]=[N:37]2)=[C:6]([C:8]2[CH:16]=[C:15]3[N:11]([C@H:12]([C:17]([NH:19][CH:20]([C:27](=O)[C:28]4[CH:33]=[CH:32][CH:31]=[CH:30][CH:29]=4)[C:21]([O:23][CH2:24][CH:25]=[CH2:26])=[O:22])=O)[CH2:13][CH2:14]3)[C:10](=[O:35])[CH:9]=2)[CH:7]=1.C([O-])(=O)C.[NH4+:45].C(=O)([O-])O.[Na+], predict the reaction product. The product is: [Cl:1][C:2]1[CH:3]=[CH:4][C:5]([N:36]2[CH:40]=[N:39][N:38]=[N:37]2)=[C:6]([C:8]2[CH:16]=[C:15]3[N:11]([C@H:12]([C:17]4[NH:45][C:27]([C:28]5[CH:29]=[CH:30][CH:31]=[CH:32][CH:33]=5)=[C:20]([C:21]([O:23][CH2:24][CH:25]=[CH2:26])=[O:22])[N:19]=4)[CH2:13][CH2:14]3)[C:10](=[O:35])[CH:9]=2)[CH:7]=1. (7) Given the reactants C(OC([N:8]1[CH2:18][C:17]2[N:19]3[C:10](=[CH:11][N:12]=[C:13]3[CH:14]=[CH:15][CH:16]=2)[C:9]1=[O:20])=O)(C)(C)C.[ClH:21], predict the reaction product. The product is: [ClH:21].[N:12]1[CH:11]=[C:10]2[N:19]3[C:17](=[CH:16][CH:15]=[CH:14][C:13]=13)[CH2:18][NH:8][C:9]2=[O:20].